Dataset: NCI-60 drug combinations with 297,098 pairs across 59 cell lines. Task: Regression. Given two drug SMILES strings and cell line genomic features, predict the synergy score measuring deviation from expected non-interaction effect. (1) Drug 1: C(CC(=O)O)C(=O)CN.Cl. Drug 2: CC12CCC3C(C1CCC2OP(=O)(O)O)CCC4=C3C=CC(=C4)OC(=O)N(CCCl)CCCl.[Na+]. Cell line: A498. Synergy scores: CSS=1.38, Synergy_ZIP=-0.959, Synergy_Bliss=-2.01, Synergy_Loewe=-5.04, Synergy_HSA=-4.58. (2) Drug 1: CC1=C(C=C(C=C1)NC(=O)C2=CC=C(C=C2)CN3CCN(CC3)C)NC4=NC=CC(=N4)C5=CN=CC=C5. Drug 2: CC1CCC2CC(C(=CC=CC=CC(CC(C(=O)C(C(C(=CC(C(=O)CC(OC(=O)C3CCCCN3C(=O)C(=O)C1(O2)O)C(C)CC4CCC(C(C4)OC)O)C)C)O)OC)C)C)C)OC. Cell line: MDA-MB-435. Synergy scores: CSS=13.8, Synergy_ZIP=-3.81, Synergy_Bliss=3.11, Synergy_Loewe=-9.48, Synergy_HSA=3.06.